Dataset: Peptide-MHC class II binding affinity with 134,281 pairs from IEDB. Task: Regression. Given a peptide amino acid sequence and an MHC pseudo amino acid sequence, predict their binding affinity value. This is MHC class II binding data. (1) The peptide sequence is INRNTGEIRTMNNFLDREIY. The binding affinity (normalized) is 0.285. The MHC is DRB1_0402 with pseudo-sequence DRB1_0402. (2) The peptide sequence is FLNFLEANGLNAIDF. The MHC is DRB3_0101 with pseudo-sequence DRB3_0101. The binding affinity (normalized) is 0.398.